This data is from NCI-60 drug combinations with 297,098 pairs across 59 cell lines. The task is: Regression. Given two drug SMILES strings and cell line genomic features, predict the synergy score measuring deviation from expected non-interaction effect. (1) Drug 1: CC1=C(C=C(C=C1)C(=O)NC2=CC(=CC(=C2)C(F)(F)F)N3C=C(N=C3)C)NC4=NC=CC(=N4)C5=CN=CC=C5. Drug 2: CCC1(C2=C(COC1=O)C(=O)N3CC4=CC5=C(C=CC(=C5CN(C)C)O)N=C4C3=C2)O.Cl. Cell line: EKVX. Synergy scores: CSS=12.7, Synergy_ZIP=0.103, Synergy_Bliss=1.52, Synergy_Loewe=-0.0937, Synergy_HSA=1.14. (2) Drug 1: CC1C(C(=O)NC(C(=O)N2CCCC2C(=O)N(CC(=O)N(C(C(=O)O1)C(C)C)C)C)C(C)C)NC(=O)C3=C4C(=C(C=C3)C)OC5=C(C(=O)C(=C(C5=N4)C(=O)NC6C(OC(=O)C(N(C(=O)CN(C(=O)C7CCCN7C(=O)C(NC6=O)C(C)C)C)C)C(C)C)C)N)C. Drug 2: CS(=O)(=O)OCCCCOS(=O)(=O)C. Cell line: M14. Synergy scores: CSS=8.16, Synergy_ZIP=-0.979, Synergy_Bliss=1.65, Synergy_Loewe=-3.62, Synergy_HSA=0.763. (3) Drug 1: C1CC(=O)NC(=O)C1N2CC3=C(C2=O)C=CC=C3N. Cell line: SK-MEL-5. Synergy scores: CSS=44.6, Synergy_ZIP=0.379, Synergy_Bliss=-0.835, Synergy_Loewe=-77.6, Synergy_HSA=-1.03. Drug 2: CCC1(CC2CC(C3=C(CCN(C2)C1)C4=CC=CC=C4N3)(C5=C(C=C6C(=C5)C78CCN9C7C(C=CC9)(C(C(C8N6C)(C(=O)OC)O)OC(=O)C)CC)OC)C(=O)OC)O.OS(=O)(=O)O. (4) Drug 1: C1CN1C2=NC(=NC(=N2)N3CC3)N4CC4. Drug 2: CCC1(CC2CC(C3=C(CCN(C2)C1)C4=CC=CC=C4N3)(C5=C(C=C6C(=C5)C78CCN9C7C(C=CC9)(C(C(C8N6C)(C(=O)OC)O)OC(=O)C)CC)OC)C(=O)OC)O.OS(=O)(=O)O. Cell line: OVCAR-5. Synergy scores: CSS=24.2, Synergy_ZIP=2.10, Synergy_Bliss=6.56, Synergy_Loewe=0.529, Synergy_HSA=-0.821. (5) Drug 1: CN(CC1=CN=C2C(=N1)C(=NC(=N2)N)N)C3=CC=C(C=C3)C(=O)NC(CCC(=O)O)C(=O)O. Drug 2: CCC1(CC2CC(C3=C(CCN(C2)C1)C4=CC=CC=C4N3)(C5=C(C=C6C(=C5)C78CCN9C7C(C=CC9)(C(C(C8N6C=O)(C(=O)OC)O)OC(=O)C)CC)OC)C(=O)OC)O.OS(=O)(=O)O. Cell line: HOP-62. Synergy scores: CSS=19.2, Synergy_ZIP=-3.82, Synergy_Bliss=-3.28, Synergy_Loewe=-0.0689, Synergy_HSA=-1.45. (6) Drug 1: C1=NC2=C(N=C(N=C2N1C3C(C(C(O3)CO)O)F)Cl)N. Drug 2: CC(C)CN1C=NC2=C1C3=CC=CC=C3N=C2N. Cell line: ACHN. Synergy scores: CSS=4.14, Synergy_ZIP=-0.609, Synergy_Bliss=4.72, Synergy_Loewe=4.11, Synergy_HSA=5.05. (7) Drug 1: CCC1=CC2CC(C3=C(CN(C2)C1)C4=CC=CC=C4N3)(C5=C(C=C6C(=C5)C78CCN9C7C(C=CC9)(C(C(C8N6C)(C(=O)OC)O)OC(=O)C)CC)OC)C(=O)OC.C(C(C(=O)O)O)(C(=O)O)O. Drug 2: CC1CCC2CC(C(=CC=CC=CC(CC(C(=O)C(C(C(=CC(C(=O)CC(OC(=O)C3CCCCN3C(=O)C(=O)C1(O2)O)C(C)CC4CCC(C(C4)OC)OCCO)C)C)O)OC)C)C)C)OC. Cell line: SN12C. Synergy scores: CSS=46.0, Synergy_ZIP=-3.39, Synergy_Bliss=-1.07, Synergy_Loewe=1.65, Synergy_HSA=2.42. (8) Drug 2: CC(C)CN1C=NC2=C1C3=CC=CC=C3N=C2N. Cell line: 786-0. Drug 1: CC1CCC2CC(C(=CC=CC=CC(CC(C(=O)C(C(C(=CC(C(=O)CC(OC(=O)C3CCCCN3C(=O)C(=O)C1(O2)O)C(C)CC4CCC(C(C4)OC)O)C)C)O)OC)C)C)C)OC. Synergy scores: CSS=27.6, Synergy_ZIP=-5.18, Synergy_Bliss=0.348, Synergy_Loewe=-8.04, Synergy_HSA=0.613. (9) Drug 1: C1=CC(=CC=C1CCCC(=O)O)N(CCCl)CCCl. Drug 2: CN(CC1=CN=C2C(=N1)C(=NC(=N2)N)N)C3=CC=C(C=C3)C(=O)NC(CCC(=O)O)C(=O)O. Cell line: HT29. Synergy scores: CSS=44.1, Synergy_ZIP=-5.67, Synergy_Bliss=-4.99, Synergy_Loewe=-8.44, Synergy_HSA=-4.15.